From a dataset of Reaction yield outcomes from USPTO patents with 853,638 reactions. Predict the reaction yield, written as a fraction of the theoretical maximum amount of product (1.0 means a 100% yield; for example, 0.34 means a 34% yield). The reactants are [CH3:1][C:2]1[C:11]([C:12]2[S:13][C:14]([C:23]3[N:27]=[CH:26][N:25]([CH:28]4[CH2:33][CH2:32][CH2:31][CH2:30][O:29]4)[N:24]=3)=[C:15]([C:17]3[CH:22]=[CH:21][CH:20]=[CH:19][CH:18]=3)[N:16]=2)=[C:5]2[CH:6]=[C:7]([OH:10])[CH:8]=[CH:9][N:4]2[N:3]=1.[F:34][C:35]([F:48])([F:47])[S:36](O[S:36]([C:35]([F:48])([F:47])[F:34])(=[O:38])=[O:37])(=[O:38])=[O:37].O.CCOC(C)=O. The catalyst is N1C=CC=CC=1. The product is [F:34][C:35]([F:48])([F:47])[S:36]([O:10][C:7]1[CH:8]=[CH:9][N:4]2[N:3]=[C:2]([CH3:1])[C:11]([C:12]3[S:13][C:14]([C:23]4[N:27]=[CH:26][N:25]([CH:28]5[CH2:33][CH2:32][CH2:31][CH2:30][O:29]5)[N:24]=4)=[C:15]([C:17]4[CH:22]=[CH:21][CH:20]=[CH:19][CH:18]=4)[N:16]=3)=[C:5]2[CH:6]=1)(=[O:38])=[O:37]. The yield is 0.780.